From a dataset of Full USPTO retrosynthesis dataset with 1.9M reactions from patents (1976-2016). Predict the reactants needed to synthesize the given product. (1) Given the product [CH2:28]([C@H:10]1[CH2:9][C@H:8]([C:4]2[CH:5]=[CH:6][CH:7]=[C:2]([Cl:1])[CH:3]=2)[C@@H:13]([C:14]2[CH:15]=[CH:16][C:17]([Cl:20])=[CH:18][CH:19]=2)[N:12]([CH2:21][CH:22]2[CH2:24][CH2:23]2)[C:11]1=[O:25])[CH:27]=[CH2:26], predict the reactants needed to synthesize it. The reactants are: [Cl:1][C:2]1[CH:3]=[C:4]([C@@H:8]2[C@@H:13]([C:14]3[CH:19]=[CH:18][C:17]([Cl:20])=[CH:16][CH:15]=3)[N:12]([CH2:21][CH:22]3[CH2:24][CH2:23]3)[C:11](=[O:25])[CH2:10][CH2:9]2)[CH:5]=[CH:6][CH:7]=1.[CH2:26](Br)[CH:27]=[CH2:28].C[Si]([N-][Si](C)(C)C)(C)C.[Li+]. (2) Given the product [CH3:25][N:17]([CH2:16][C:4]1[CH:3]=[C:2]([C:28]2[CH:29]=[CH:30][CH:31]=[CH:32][C:27]=2[CH3:26])[N:6]([S:7]([C:10]2[CH:11]=[N:12][CH:13]=[CH:14][CH:15]=2)(=[O:9])=[O:8])[CH:5]=1)[C:18](=[O:24])[O:19][C:20]([CH3:23])([CH3:22])[CH3:21], predict the reactants needed to synthesize it. The reactants are: Br[C:2]1[N:6]([S:7]([C:10]2[CH:11]=[N:12][CH:13]=[CH:14][CH:15]=2)(=[O:9])=[O:8])[CH:5]=[C:4]([CH2:16][N:17]([CH3:25])[C:18](=[O:24])[O:19][C:20]([CH3:23])([CH3:22])[CH3:21])[CH:3]=1.[CH3:26][C:27]1[CH:32]=[CH:31][CH:30]=[CH:29][C:28]=1B(O)O.C(=O)([O-])[O-].[Na+].[Na+]. (3) Given the product [CH:29]([O:32][C:33]1[CH:34]=[C:35]([C@@H:39]([NH:41][C:20]([C:16]2[CH:15]=[C:14]3[C:19](=[CH:18][CH:17]=2)[N:11]([CH2:10][C:9]2[CH:8]=[C:7]([CH:27]=[CH:26][CH:25]=2)[O:6][C@@H:4]([CH3:5])[C:3]([O:2][CH3:1])=[O:28])[C:12]([CH3:24])=[C:13]3[CH3:23])=[O:22])[CH3:40])[CH:36]=[CH:37][CH:38]=1)([CH3:31])[CH3:30], predict the reactants needed to synthesize it. The reactants are: [CH3:1][O:2][C:3](=[O:28])[C@@H:4]([O:6][C:7]1[CH:8]=[C:9]([CH:25]=[CH:26][CH:27]=1)[CH2:10][N:11]1[C:19]2[C:14](=[CH:15][C:16]([C:20]([OH:22])=O)=[CH:17][CH:18]=2)[C:13]([CH3:23])=[C:12]1[CH3:24])[CH3:5].[CH:29]([O:32][C:33]1[CH:34]=[C:35]([C@@H:39]([NH2:41])[CH3:40])[CH:36]=[CH:37][CH:38]=1)([CH3:31])[CH3:30].CCN(C(C)C)C(C)C.CN(C(ON1N=NC2C=CC=NC1=2)=[N+](C)C)C.F[P-](F)(F)(F)(F)F. (4) The reactants are: Br[C:2]1[CH:3]=[C:4]([CH:7]=[CH:8][C:9]=1[F:10])[CH:5]=[O:6].[CH3:11][OH:12].CN([CH:16]=[O:17])C. Given the product [F:10][C:9]1[CH:8]=[CH:7][C:4]([CH:5]=[O:6])=[CH:3][C:2]=1[C:11]([O:17][CH3:16])=[O:12], predict the reactants needed to synthesize it. (5) Given the product [NH:9]1[CH2:10][CH2:11][CH2:12][C@H:8]1[C:6]1[CH:7]=[C:2]([C:2]2[C:23]3[C:25](=[CH:5][CH:6]=[CH:8][CH:12]=3)[NH:4][CH:3]=2)[CH:3]=[N:4][CH:5]=1, predict the reactants needed to synthesize it. The reactants are: Br[C:2]1[CH:3]=[N:4][CH:5]=[C:6]([C@@H:8]2[CH2:12][CH2:11][CH2:10][N:9]2[C@@H](C2C=CC(OC)=CC=2)C)[CH:7]=1.[C:23](O)([C:25](F)(F)F)=O. (6) Given the product [Cl:35][C:36]1[CH:37]=[C:38]([CH:41]=[CH:42][CH:43]=1)[CH2:39][N:17]1[CH2:18][C@@H:14]([N:12]2[N:11]=[N:10][C:9]([C:3]3[CH:4]=[CH:5][C:6]([F:8])=[CH:7][C:2]=3[F:1])=[N:13]2)[CH2:15][C@H:16]1[C:19]([N:21]1[CH2:22][CH2:23][N:24]([C:27]2[CH:34]=[CH:33][CH:32]=[CH:31][C:28]=2[C:29]#[N:30])[CH2:25][CH2:26]1)=[O:20], predict the reactants needed to synthesize it. The reactants are: [F:1][C:2]1[CH:7]=[C:6]([F:8])[CH:5]=[CH:4][C:3]=1[C:9]1[N:10]=[N:11][N:12]([CH:14]2[CH2:18][NH:17][CH:16]([C:19]([N:21]3[CH2:26][CH2:25][N:24]([C:27]4[CH:34]=[CH:33][CH:32]=[CH:31][C:28]=4[C:29]#[N:30])[CH2:23][CH2:22]3)=[O:20])[CH2:15]2)[N:13]=1.[Cl:35][C:36]1[CH:37]=[C:38]([CH:41]=[CH:42][CH:43]=1)[CH:39]=O. (7) Given the product [Si:11]([O:18][C@H:19]1[CH2:23][CH2:22][N:21]([CH2:10][C@H:8]([C:4]2[CH:5]=[CH:6][CH:7]=[C:2]([F:1])[CH:3]=2)[NH:26][CH3:24])[CH2:20]1)([C:14]([CH3:17])([CH3:16])[CH3:15])([CH3:13])[CH3:12], predict the reactants needed to synthesize it. The reactants are: [F:1][C:2]1[CH:3]=[C:4]([C@H:8]2[CH2:10]O2)[CH:5]=[CH:6][CH:7]=1.[Si:11]([O:18][C@H:19]1[CH2:23][CH2:22][NH:21][CH2:20]1)([C:14]([CH3:17])([CH3:16])[CH3:15])([CH3:13])[CH3:12].[CH2:24]([N:26](CC)CC)C.CS(Cl)(=O)=O.CN. (8) Given the product [CH3:21][C:20]([O:19][C:3]1[CH:4]=[CH:5][C:6]([C:7]2[C:16](=[O:17])[C:15]3[CH:14]=[CH:13][C:12]([O:18][C:28]([CH3:27])=[O:29])=[CH:11][C:10]=3[O:9][CH:8]=2)=[CH:1][CH:2]=1)=[O:22], predict the reactants needed to synthesize it. The reactants are: [CH:1]1[C:6]([C:7]2[C:16](=[O:17])[C:15]3[CH:14]=[CH:13][C:12]([OH:18])=[CH:11][C:10]=3[O:9][CH:8]=2)=[CH:5][CH:4]=[C:3]([OH:19])[CH:2]=1.[C:20](OC(=O)C)(=[O:22])[CH3:21].[CH3:27][C:28](CC(O)=O)=[O:29].